This data is from Peptide-MHC class I binding affinity with 185,985 pairs from IEDB/IMGT. The task is: Regression. Given a peptide amino acid sequence and an MHC pseudo amino acid sequence, predict their binding affinity value. This is MHC class I binding data. (1) The peptide sequence is TASLVMLLVH. The MHC is HLA-B58:01 with pseudo-sequence HLA-B58:01. The binding affinity (normalized) is 0.334. (2) The peptide sequence is RVCAEMVAK. The MHC is HLA-B18:01 with pseudo-sequence HLA-B18:01. The binding affinity (normalized) is 0.0847. (3) The peptide sequence is EAVRHFPRI. The MHC is HLA-A26:01 with pseudo-sequence HLA-A26:01. The binding affinity (normalized) is 0. (4) The peptide sequence is YRRVNFKWM. The MHC is Mamu-B17 with pseudo-sequence Mamu-B17. The binding affinity (normalized) is 0.0300. (5) The peptide sequence is YMYDFILRF. The MHC is HLA-C14:02 with pseudo-sequence HLA-C14:02. The binding affinity (normalized) is 0.231. (6) The peptide sequence is SRARIKTRL. The MHC is HLA-B58:01 with pseudo-sequence HLA-B58:01. The binding affinity (normalized) is 0.0847. (7) The MHC is HLA-B07:02 with pseudo-sequence HLA-B07:02. The peptide sequence is VPMSTYGWN. The binding affinity (normalized) is 0.293. (8) The peptide sequence is LNISGYNFSL. The MHC is HLA-A02:01 with pseudo-sequence HLA-A02:01. The binding affinity (normalized) is 0.452.